Dataset: Reaction yield outcomes from USPTO patents with 853,638 reactions. Task: Predict the reaction yield, written as a fraction of the theoretical maximum amount of product (1.0 means a 100% yield; for example, 0.34 means a 34% yield). (1) The reactants are C([N:8]1[CH2:13][CH2:12][N:11](CC2C=CC=CC=2)[CH2:10][C@@H:9]1[CH2:21][CH2:22][C:23]1[CH:28]=[CH:27][CH:26]=[CH:25][C:24]=1[C:29]([F:32])([F:31])[F:30])C1C=CC=CC=1.C([O-])=O.[NH4+]. The catalyst is [Pd].C(O)C. The product is [F:32][C:29]([F:30])([F:31])[C:24]1[CH:25]=[CH:26][CH:27]=[CH:28][C:23]=1[CH2:22][CH2:21][C@H:9]1[CH2:10][NH:11][CH2:12][CH2:13][NH:8]1. The yield is 0.930. (2) The reactants are CC1(C)C(C)(C)OB([C:9]2[CH:14]=[CH:13][C:12]([S:15](OC3C(F)=C(F)C(F)=C(F)C=3F)(=[O:17])=[O:16])=[CH:11][CH:10]=2)O1.CC([N:35]([CH2:39][CH2:40][NH2:41])[C:36](=[O:38])[O-:37])(C)C.Br[C:43]1[CH:48]=[CH:47][N:46]=[C:45]2[N:49]([S:56]([C:59]3[CH:64]=[CH:63][C:62]([CH3:65])=[CH:61][CH:60]=3)(=[O:58])=[O:57])[C:50]([C:52]#[C:53][CH2:54][OH:55])=[CH:51][C:44]=12.C(=O)([O-])[O-].[Na+].[Na+].O.[Cl-].[Na+].O. The catalyst is O1CCOCC1.O.C1C=CC(P(C2C=CC=CC=2)[C-]2C=CC=C2)=CC=1.C1C=CC(P(C2C=CC=CC=2)[C-]2C=CC=C2)=CC=1.Cl[Pd]Cl.[Fe+2]. The product is [OH:55][CH2:54][C:53]#[C:52][C:50]1[N:49]([S:56]([C:59]2[CH:60]=[CH:61][C:62]([CH3:65])=[CH:63][CH:64]=2)(=[O:58])=[O:57])[C:45]2=[N:46][CH:47]=[CH:48][C:43]([C:9]3[CH:10]=[CH:11][C:12]([S:15]([NH:41][CH2:40][CH2:39][NH:35][C:36](=[O:38])[O:37][C:44]([CH3:51])([CH3:45])[CH3:43])(=[O:17])=[O:16])=[CH:13][CH:14]=3)=[C:44]2[CH:51]=1. The yield is 0.560. (3) The reactants are [Cl:1][C:2]1[CH:7]=[CH:6][C:5]([N:8]2[C:13](=[O:14])[C:12]3[CH:15]=[N:16][N:17]([C:18]4[CH:23]=[CH:22][CH:21]=[CH:20][CH:19]=4)[C:11]=3[N:10]=[C:9]2[C:24]2[CH:29]=[CH:28][C:27](I)=[CH:26][CH:25]=2)=[CH:4][CH:3]=1.[F:31][C:32]1[CH:33]=[C:34](B(O)O)[CH:35]=[CH:36][CH:37]=1. The catalyst is C1C=CC([P]([Pd]([P](C2C=CC=CC=2)(C2C=CC=CC=2)C2C=CC=CC=2)([P](C2C=CC=CC=2)(C2C=CC=CC=2)C2C=CC=CC=2)[P](C2C=CC=CC=2)(C2C=CC=CC=2)C2C=CC=CC=2)(C2C=CC=CC=2)C2C=CC=CC=2)=CC=1. The product is [Cl:1][C:2]1[CH:7]=[CH:6][C:5]([N:8]2[C:13](=[O:14])[C:12]3[CH:15]=[N:16][N:17]([C:18]4[CH:23]=[CH:22][CH:21]=[CH:20][CH:19]=4)[C:11]=3[N:10]=[C:9]2[C:24]2[CH:29]=[CH:28][C:27]([C:36]3[CH:35]=[CH:34][CH:33]=[C:32]([F:31])[CH:37]=3)=[CH:26][CH:25]=2)=[CH:4][CH:3]=1. The yield is 0.540. (4) The reactants are [CH2:1]([N:8]1[CH2:15][CH:14]2[CH:10]([C:11](=[O:21])[C:12]3[C:18]([Br:19])=[C:17]([Br:20])[S:16][C:13]=32)[CH2:9]1)[C:2]1[CH:7]=[CH:6][CH:5]=[CH:4][CH:3]=1.[BH4-].[Na+].CC(O)=O.C([O-])(O)=O.[Na+]. The catalyst is CO. The product is [CH2:1]([N:8]1[CH2:15][CH:14]2[CH:10]([CH:11]([OH:21])[C:12]3[C:18]([Br:19])=[C:17]([Br:20])[S:16][C:13]=32)[CH2:9]1)[C:2]1[CH:7]=[CH:6][CH:5]=[CH:4][CH:3]=1. The yield is 0.910. (5) The reactants are [CH3:1][C:2]([C:4]1[CH:9]=[CH:8][C:7]([Br:10])=[CH:6][CH:5]=1)=O.[C:11](=[O:14])([O-])[O-].[NH4+:15].[NH4+:16].[C-]#N.[K+].[CH2:20]([OH:22])C. The catalyst is O. The product is [Br:10][C:7]1[CH:8]=[CH:9][C:4]([C:2]2([CH3:1])[NH:16][C:20](=[O:22])[NH:15][C:11]2=[O:14])=[CH:5][CH:6]=1. The yield is 0.850. (6) The reactants are [NH2:1][C:2]1[CH:7]=[CH:6][C:5]([Cl:8])=[CH:4][N:3]=1.[CH3:9][C:10]([CH3:15])([CH3:14])[C:11](Cl)=[O:12]. The catalyst is C(Cl)Cl. The product is [Cl:8][C:5]1[CH:6]=[CH:7][C:2]([NH:1][C:11](=[O:12])[C:10]([CH3:15])([CH3:14])[CH3:9])=[N:3][CH:4]=1. The yield is 0.990. (7) The reactants are [Cl:1][C:2]1[CH:10]=[C:9]2[C:5]([C@@:6]3([C@@H:15]([C:16]4[CH:21]=[CH:20][CH:19]=[C:18]([Cl:22])[C:17]=4[F:23])[C@H:14]([C:24](O)=[O:25])[NH:13][C:12]43[CH2:29][C:28]([CH2:32][F:33])([CH2:30][F:31])[CH2:27]4)[C:7](=[O:11])[NH:8]2)=[CH:4][CH:3]=1.Cl.[NH2:35][C@H:36]1[CH2:41][CH2:40][C@H:39]([C:42]([N:44]([CH3:46])[CH3:45])=[O:43])[CH2:38][CH2:37]1. No catalyst specified. The product is [Cl:1][C:2]1[CH:10]=[C:9]2[C:5]([C@@:6]3([C@@H:15]([C:16]4[CH:21]=[CH:20][CH:19]=[C:18]([Cl:22])[C:17]=4[F:23])[C@H:14]([C:24]([NH:35][C@H:36]4[CH2:37][CH2:38][C@H:39]([C:42](=[O:43])[N:44]([CH3:45])[CH3:46])[CH2:40][CH2:41]4)=[O:25])[NH:13][C:12]43[CH2:27][C:28]([CH2:30][F:31])([CH2:32][F:33])[CH2:29]4)[C:7](=[O:11])[NH:8]2)=[CH:4][CH:3]=1. The yield is 0.680. (8) The reactants are Br[C:2]1[CH:7]=[CH:6][C:5]([NH:8][C:9](=[O:15])[O:10][C:11]([CH3:14])([CH3:13])[CH3:12])=[C:4]([NH:16][C:17](=[O:23])[O:18][C:19]([CH3:22])([CH3:21])[CH3:20])[CH:3]=1.[N:24]1[CH:29]=[CH:28][C:27](B(O)O)=[CH:26][CH:25]=1.C(=O)([O-])[O-].[Na+].[Na+]. The catalyst is C1(P([Pd-4](P(C2C=CC=CC=2)(C2C=CC=CC=2)C2C=CC=CC=2)(P(C2C=CC=CC=2)(C2C=CC=CC=2)C2C=CC=CC=2)P(C2C=CC=CC=2)(C2C=CC=CC=2)C2C=CC=CC=2)(C2C=CC=CC=2)C2C=CC=CC=2)C=CC=CC=1. The product is [N:24]1[CH:29]=[CH:28][C:27]([C:2]2[CH:7]=[CH:6][C:5]([NH:8][C:9](=[O:15])[O:10][C:11]([CH3:14])([CH3:13])[CH3:12])=[C:4]([NH:16][C:17](=[O:23])[O:18][C:19]([CH3:22])([CH3:21])[CH3:20])[CH:3]=2)=[CH:26][CH:25]=1. The yield is 0.630. (9) The yield is 0.640. The reactants are Cl.[NH2:2][N:3]1[C:7]([Cl:8])=[CH:6][CH:5]=[C:4]1[C:9]([O:11]C)=O.Cl.O1CCOCC1.[C:20](#[N:22])[CH3:21]. No catalyst specified. The product is [Cl:8][C:7]1[N:3]2[C:4]([C:9](=[O:11])[NH:22][C:20]([CH3:21])=[N:2]2)=[CH:5][CH:6]=1. (10) The reactants are [C:1]([C:3](=[C:7]([NH:10][C:11]1[CH:16]=[CH:15][C:14]([N:17]([CH3:19])[CH3:18])=[CH:13][CH:12]=1)SC)[C:4]([NH2:6])=[O:5])#[N:2].O.[NH2:21][NH2:22]. The catalyst is C(O)C. The product is [NH2:2][C:1]1[NH:22][N:21]=[C:7]([NH:10][C:11]2[CH:16]=[CH:15][C:14]([N:17]([CH3:19])[CH3:18])=[CH:13][CH:12]=2)[C:3]=1[C:4]([NH2:6])=[O:5]. The yield is 0.720.